From a dataset of Forward reaction prediction with 1.9M reactions from USPTO patents (1976-2016). Predict the product of the given reaction. Given the reactants [Cl:1][C:2]1[CH:7]=[CH:6][C:5]([C:8]2[C:9]([C:20]3[CH:25]=[CH:24][CH:23]=[CH:22][C:21]=3[Cl:26])=[N:10][N:11]3[C:16](O)=[C:15]([CH3:18])[C:14]([CH3:19])=[N:13][C:12]=23)=[CH:4][CH:3]=1.C(N(C(C)C)CC)(C)C.O=P(Cl)(Cl)[Cl:38].C(=O)(O)[O-].[Na+], predict the reaction product. The product is: [Cl:38][C:16]1[N:11]2[N:10]=[C:9]([C:20]3[CH:25]=[CH:24][CH:23]=[CH:22][C:21]=3[Cl:26])[C:8]([C:5]3[CH:6]=[CH:7][C:2]([Cl:1])=[CH:3][CH:4]=3)=[C:12]2[N:13]=[C:14]([CH3:19])[C:15]=1[CH3:18].